From a dataset of Forward reaction prediction with 1.9M reactions from USPTO patents (1976-2016). Predict the product of the given reaction. (1) Given the reactants [CH2:1]1[CH:5]2[CH:6]3[CH:10]=[CH:9][CH:8]([CH:4]2[CH:3]=[CH:2]1)[CH2:7]3.C(Cl)(Cl)Cl.[OH2:15].[Cl-].[Na+], predict the reaction product. The product is: [O:15]1[CH:1]2[CH:2]1[CH2:3][CH:4]1[CH:5]2[CH:6]2[CH2:7][CH:8]1[CH:9]=[CH:10]2. (2) Given the reactants [O:1]=[C:2]1[NH:7][C:6]2[CH:8]=[CH:9][N:10]=[CH:11][C:5]=2[CH2:4][N:3]1[CH2:12][CH:13]1[CH2:18][CH2:17][N:16]([C:19]([O:21][C:22]([CH3:25])([CH3:24])[CH3:23])=[O:20])[CH2:15][CH2:14]1.[F:26][C:27]1[CH:34]=[CH:33][C:32](I)=[CH:31][C:28]=1[C:29]#[N:30], predict the reaction product. The product is: [C:29]([C:28]1[CH:31]=[C:32]([N:7]2[C:6]3[CH:8]=[CH:9][N:10]=[CH:11][C:5]=3[CH2:4][N:3]([CH2:12][CH:13]3[CH2:14][CH2:15][N:16]([C:19]([O:21][C:22]([CH3:25])([CH3:24])[CH3:23])=[O:20])[CH2:17][CH2:18]3)[C:2]2=[O:1])[CH:33]=[CH:34][C:27]=1[F:26])#[N:30]. (3) Given the reactants Cl[C:2]1[N:10]=[C:9](Cl)[CH:8]=[CH:7][C:3]=1[C:4]([NH2:6])=[O:5].[O:12]([C:19]1[CH:24]=[CH:23][C:22]([OH:25])=[CH:21][CH:20]=1)[C:13]1[CH:18]=[CH:17][CH:16]=[CH:15][CH:14]=1.C(O[C:31]([NH:33][CH2:34][C:35]1[CH:36]=[C:37](B(O)O)[CH:38]=[CH:39][CH:40]=1)=[O:32])(C)(C)C.[C:44](Cl)(=O)[CH:45]=C, predict the reaction product. The product is: [C:31]([NH:33][CH2:34][C:35]1[CH:40]=[CH:39][C:38]([C:9]2[CH:8]=[CH:7][C:3]([C:4]([NH2:6])=[O:5])=[C:2]([O:25][C:22]3[CH:21]=[CH:20][C:19]([O:12][C:13]4[CH:18]=[CH:17][CH:16]=[CH:15][CH:14]=4)=[CH:24][CH:23]=3)[N:10]=2)=[CH:37][CH:36]=1)(=[O:32])[CH:44]=[CH2:45].